The task is: Predict which catalyst facilitates the given reaction.. This data is from Catalyst prediction with 721,799 reactions and 888 catalyst types from USPTO. (1) Reactant: [C:1]([NH:4][C:5]1[CH:10]=[CH:9][C:8]([CH2:11][C:12]([OH:14])=O)=[CH:7][CH:6]=1)(=[O:3])[CH3:2].Cl.CN(C)CCCN=C=NCC.[NH2:27][C:28]1[C:29](=[O:40])[NH:30][C:31](=[O:39])[N:32]([CH2:35][CH2:36][CH2:37][CH3:38])[C:33]=1[NH2:34]. Product: [C:1]([NH:4][C:5]1[CH:6]=[CH:7][C:8]([CH2:11][C:12]([NH:27][C:28]2[C:29](=[O:40])[NH:30][C:31](=[O:39])[N:32]([CH2:35][CH2:36][CH2:37][CH3:38])[C:33]=2[NH2:34])=[O:14])=[CH:9][CH:10]=1)(=[O:3])[CH3:2]. The catalyst class is: 546. (2) Reactant: [Br:1][C:2]1[CH:3]=[N:4][C:5](Cl)=[N:6][CH:7]=1.[NH2:9][C:10]1[CH:19]=[CH:18][C:13]([C:14]([O:16][CH3:17])=[O:15])=[CH:12][CH:11]=1.C(O[K])(C)(C)C. Product: [CH3:17][O:16][C:14](=[O:15])[C:13]1[CH:18]=[CH:19][C:10]([NH:9][C:5]2[N:4]=[CH:3][C:2]([Br:1])=[CH:7][N:6]=2)=[CH:11][CH:12]=1. The catalyst class is: 1. (3) The catalyst class is: 33. Reactant: CC([N:5]([C@H:9]1[CH2:12][C@H:11]([O:13][C:14]2[CH:19]=[C:18]([F:20])[C:17]([C:21]([CH3:24])([CH3:23])[CH3:22])=[C:16]([F:25])[CH:15]=2)[CH2:10]1)C(=O)[O-])(C)C.O1CCOCC1. Product: [CH3:24][C:21]([C:17]1[C:16]([F:25])=[CH:15][C:14]([O:13][C@H:11]2[CH2:10][C@H:9]([NH2:5])[CH2:12]2)=[CH:19][C:18]=1[F:20])([CH3:22])[CH3:23].